From a dataset of Forward reaction prediction with 1.9M reactions from USPTO patents (1976-2016). Predict the product of the given reaction. (1) Given the reactants [F:1][C:2]([F:20])([F:19])[C:3]1[CH:8]=[CH:7][C:6]([CH:9]2[CH2:14][NH:13][CH2:12][CH:11]([C:15]([O:17][CH3:18])=[O:16])[CH2:10]2)=[CH:5][CH:4]=1.C(N(CC)CC)C.[C:28](Cl)(=[O:39])[O:29][C:30]1[CH:35]=[CH:34][C:33]([N+:36]([O-:38])=[O:37])=[CH:32][CH:31]=1, predict the reaction product. The product is: [F:20][C:2]([F:19])([F:1])[C:3]1[CH:8]=[CH:7][C:6]([CH:9]2[CH2:14][N:13]([C:28]([O:29][C:30]3[CH:31]=[CH:32][C:33]([N+:36]([O-:38])=[O:37])=[CH:34][CH:35]=3)=[O:39])[CH2:12][CH:11]([C:15]([O:17][CH3:18])=[O:16])[CH2:10]2)=[CH:5][CH:4]=1. (2) Given the reactants [C:1]([C:3]1[CH:4]=[C:5]([CH:27]=[CH:28][C:29]=1[CH3:30])[C:6]([NH:8][C:9]1[CH:14]=[CH:13][C:12]([CH2:15][N:16]2[CH2:21][CH2:20][N:19]([CH3:22])[CH2:18][CH2:17]2)=[C:11]([C:23]([F:26])([F:25])[F:24])[CH:10]=1)=[O:7])#[CH:2].[NH2:31][C:32]1[N:41]=[CH:40][C:39]2[C:34](=[CH:35][C:36](Br)=[CH:37][C:38]=2[F:42])[N:33]=1, predict the reaction product. The product is: [F:42][C:38]1[CH:37]=[C:36]([C:2]#[C:1][C:3]2[CH:4]=[C:5]([CH:27]=[CH:28][C:29]=2[CH3:30])[C:6]([NH:8][C:9]2[CH:14]=[CH:13][C:12]([CH2:15][N:16]3[CH2:17][CH2:18][N:19]([CH3:22])[CH2:20][CH2:21]3)=[C:11]([C:23]([F:25])([F:24])[F:26])[CH:10]=2)=[O:7])[CH:35]=[C:34]2[C:39]=1[CH:40]=[N:41][C:32]([NH2:31])=[N:33]2. (3) Given the reactants [Cl:1][C:2]1[CH:26]=[CH:25][C:24]([Cl:27])=[CH:23][C:3]=1[O:4][C:5]1[C:10]([C:11]([N:13]2[C:22]3[C:17](=[CH:18][CH:19]=[CH:20][CH:21]=3)[NH:16][CH2:15][CH2:14]2)=[O:12])=[CH:9][CH:8]=[CH:7][N:6]=1.[H-].[Al+3].[Li+].[H-].[H-].[H-].Br[CH2:35][CH2:36][O:37][C:38](=[O:40])[CH3:39], predict the reaction product. The product is: [Cl:1][C:2]1[CH:26]=[CH:25][C:24]([Cl:27])=[CH:23][C:3]=1[O:4][C:5]1[C:10]([C:11]([N:13]2[C:22]3[C:17](=[CH:18][CH:19]=[CH:20][CH:21]=3)[N:16]([CH2:35][CH2:36][O:37][C:38](=[O:40])[CH3:39])[CH2:15][CH2:14]2)=[O:12])=[CH:9][CH:8]=[CH:7][N:6]=1. (4) Given the reactants [CH2:1]([O:3][C:4]([C:6]1[O:7][C:8]2[CH:14]=[C:13]([OH:15])[CH:12]=[CH:11][C:9]=2[CH:10]=1)=[O:5])[CH3:2].[H-].[Na+].Br[CH2:19][C:20]#[C:21][CH3:22].O, predict the reaction product. The product is: [CH2:1]([O:3][C:4]([C:6]1[O:7][C:8]2[CH:14]=[C:13]([O:15][CH2:19][C:20]#[C:21][CH3:22])[CH:12]=[CH:11][C:9]=2[CH:10]=1)=[O:5])[CH3:2]. (5) Given the reactants Br[C:2]1[CH:23]=[CH:22][C:5]2[C:6]3[N:7]([CH:11]=[C:12]([C:14]4[N:18]([CH:19]([CH3:21])[CH3:20])[N:17]=[CH:16][N:15]=4)[N:13]=3)[CH2:8][CH2:9][O:10][C:4]=2[CH:3]=1.[CH3:24][C:25]1[N:26]([CH2:34][O:35][CH2:36][CH2:37][Si:38]([CH3:41])([CH3:40])[CH3:39])[CH:27]=[C:28]([Sn](C)(C)C)[N:29]=1.CC1N(COCC[Si](C)(C)C)C([Sn](C)(C)C)=CN=1, predict the reaction product. The product is: [CH:19]([N:18]1[C:14]([C:12]2[N:13]=[C:6]3[C:5]4[CH:22]=[CH:23][C:2]([C:28]5[N:29]=[C:25]([CH3:24])[N:26]([CH2:34][O:35][CH2:36][CH2:37][Si:38]([CH3:41])([CH3:40])[CH3:39])[CH:27]=5)=[CH:3][C:4]=4[O:10][CH2:9][CH2:8][N:7]3[CH:11]=2)=[N:15][CH:16]=[N:17]1)([CH3:21])[CH3:20]. (6) Given the reactants F[C:2]1[CH:12]=[CH:11][C:5]([C:6]([O:8][CH2:9][CH3:10])=[O:7])=[CH:4][CH:3]=1.[CH3:13][N:14]([CH3:18])[CH2:15][CH2:16][NH2:17].C(=O)([O-])[O-].[K+].[K+].C(OCC)(=O)C, predict the reaction product. The product is: [CH3:13][N:14]([CH3:18])[CH2:15][CH2:16][NH:17][C:2]1[CH:12]=[CH:11][C:5]([C:6]([O:8][CH2:9][CH3:10])=[O:7])=[CH:4][CH:3]=1. (7) Given the reactants C(Cl)(=O)C(Cl)=O.CS(C)=O.[N:11]([C@@H:14]1[C:24]2[C:19](=[N:20][CH:21]=[CH:22][CH:23]=2)[C@H:18]([OH:25])[CH2:17][CH2:16][C@H:15]1[C:26]1[CH:31]=[CH:30][CH:29]=[C:28]([F:32])[C:27]=1[F:33])=[N+:12]=[N-:13].C(N(CC)CC)C, predict the reaction product. The product is: [N:11]([C@@H:14]1[C:24]2[C:19](=[N:20][CH:21]=[CH:22][CH:23]=2)[C:18](=[O:25])[CH2:17][CH2:16][C@H:15]1[C:26]1[CH:31]=[CH:30][CH:29]=[C:28]([F:32])[C:27]=1[F:33])=[N+:12]=[N-:13]. (8) Given the reactants F[C:2]1[CH:9]=[CH:8][C:5]([C:6]#[N:7])=[CH:4][C:3]=1[CH3:10].[NH:11]1[CH2:16][CH2:15][NH:14][CH2:13][CH2:12]1.O, predict the reaction product. The product is: [CH3:10][C:3]1[CH:4]=[C:5]([CH:8]=[CH:9][C:2]=1[N:11]1[CH2:16][CH2:15][NH:14][CH2:13][CH2:12]1)[C:6]#[N:7]. (9) Given the reactants [O:1]=[C:2]1[C:9]2[CH:8]=[C:7]([C:10]([O:12]C)=[O:11])[NH:6][C:5]=2[CH2:4][CH2:3]1.O.[OH-].[Li+], predict the reaction product. The product is: [O:1]=[C:2]1[C:9]2[CH:8]=[C:7]([C:10]([OH:12])=[O:11])[NH:6][C:5]=2[CH2:4][CH2:3]1. (10) Given the reactants [S:1]1[CH:5]=[CH:4][CH:3]=[C:2]1B(O)O.Br[C:10]1[CH:11]=[C:12]([CH:17]=[C:18]([CH3:20])[CH:19]=1)[C:13]([O:15][CH3:16])=[O:14], predict the reaction product. The product is: [CH3:20][C:18]1[CH:17]=[C:12]([CH:11]=[C:10]([C:3]2[CH:4]=[CH:5][S:1][CH:2]=2)[CH:19]=1)[C:13]([O:15][CH3:16])=[O:14].